This data is from Full USPTO retrosynthesis dataset with 1.9M reactions from patents (1976-2016). The task is: Predict the reactants needed to synthesize the given product. (1) Given the product [N+:13]([C:16]1[N:21]=[CH:20][C:19]([O:22][CH:2]2[CH2:5][N:4]([C:6]([O:8][C:9]([CH3:12])([CH3:11])[CH3:10])=[O:7])[CH2:3]2)=[CH:18][CH:17]=1)([O-:15])=[O:14], predict the reactants needed to synthesize it. The reactants are: I[CH:2]1[CH2:5][N:4]([C:6]([O:8][C:9]([CH3:12])([CH3:11])[CH3:10])=[O:7])[CH2:3]1.[N+:13]([C:16]1[N:21]=[CH:20][C:19]([OH:22])=[CH:18][CH:17]=1)([O-:15])=[O:14].C([O-])([O-])=O.[Cs+].[Cs+]. (2) Given the product [Cl:1][C:2]1[C@@H:3]([OH:9])[C@@H:4]([O:8][S:16]([C:10]2[CH:15]=[CH:14][CH:13]=[CH:12][CH:11]=2)(=[O:18])=[O:17])[CH2:5][CH2:6][CH:7]=1, predict the reactants needed to synthesize it. The reactants are: [Cl:1][C:2]1[C@@H:3]([OH:9])[C@@H:4]([OH:8])[CH2:5][CH2:6][CH:7]=1.[C:10]1([S:16](Cl)(=[O:18])=[O:17])[CH:15]=[CH:14][CH:13]=[CH:12][CH:11]=1.CCN(CC)CC.